Dataset: Catalyst prediction with 721,799 reactions and 888 catalyst types from USPTO. Task: Predict which catalyst facilitates the given reaction. Reactant: C(OC(=O)C(OCC)CC1C=CC(O)=CC=1C)C.[CH2:19]([O:21][C:22]1[CH:27]=[C:26]([F:28])[CH:25]=[CH:24][C:23]=1[C:29]1[O:30]C(C)=C(CCO)N=1)[CH3:20].C(I)C.C(=O)([O-])[O-].[K+].[K+]. Product: [CH2:19]([O:21][C:22]1[CH:27]=[C:26]([F:28])[CH:25]=[CH:24][C:23]=1[CH:29]=[O:30])[CH3:20]. The catalyst class is: 9.